From a dataset of Peptide-MHC class I binding affinity with 185,985 pairs from IEDB/IMGT. Regression. Given a peptide amino acid sequence and an MHC pseudo amino acid sequence, predict their binding affinity value. This is MHC class I binding data. (1) The peptide sequence is AEIMKICST. The MHC is HLA-B18:01 with pseudo-sequence HLA-B18:01. The binding affinity (normalized) is 0.0529. (2) The peptide sequence is QASQEVKNW. The MHC is HLA-A31:01 with pseudo-sequence HLA-A31:01. The binding affinity (normalized) is 0.0405. (3) The peptide sequence is DVQRTRCKYV. The MHC is HLA-A02:03 with pseudo-sequence HLA-A02:03. The binding affinity (normalized) is 0.189.